The task is: Predict the reaction yield, written as a fraction of the theoretical maximum amount of product (1.0 means a 100% yield; for example, 0.34 means a 34% yield).. This data is from Reaction yield outcomes from USPTO patents with 853,638 reactions. (1) The catalyst is CO. The reactants are O1CCCCC1[O:7][C:8]1[CH:13]=[CH:12][C:11]([C@@H:14]2[CH2:19][CH2:18][O:17][CH2:16][C@H:15]2[NH:20][S:21]([CH:24]([CH3:26])[CH3:25])(=[O:23])=[O:22])=[CH:10][CH:9]=1.O.CC1C=CC(S([O-])(=O)=O)=CC=1.C1C=C[NH+]=CC=1. The yield is 0.970. The product is [OH:7][C:8]1[CH:9]=[CH:10][C:11]([C@@H:14]2[CH2:19][CH2:18][O:17][CH2:16][C@H:15]2[NH:20][S:21]([CH:24]([CH3:26])[CH3:25])(=[O:23])=[O:22])=[CH:12][CH:13]=1. (2) The reactants are C[O:2][C:3]([C:5]1[C:9]([NH:10][C:11](=[O:26])[CH2:12][O:13][C:14]2[CH:19]=[CH:18][C:17]([C:20]3[CH:25]=[CH:24][CH:23]=[CH:22][CH:21]=3)=[CH:16][CH:15]=2)=[CH:8][S:7][CH:6]=1)=[O:4].[OH-].[Na+]. The catalyst is C(O)C. The product is [C:17]1([C:20]2[CH:25]=[CH:24][CH:23]=[CH:22][CH:21]=2)[CH:16]=[CH:15][C:14]([O:13][CH2:12][C:11]([NH:10][C:9]2[C:5]([C:3]([OH:4])=[O:2])=[CH:6][S:7][CH:8]=2)=[O:26])=[CH:19][CH:18]=1. The yield is 0.800. (3) The reactants are [S:1]1[CH:5]=[CH:4][C:3]2[C:6](=O)[CH2:7][CH2:8][C:2]1=2.[N:10]([C:13]1[CH:18]=[CH:17][CH:16]=[CH:15][C:14]=1[O:19][C:20]([F:23])([F:22])[F:21])=[C:11]=S.C[Si](C)(C)[Si](C)(C)C.[Li].O.[NH2:34][NH2:35]. The catalyst is C1COCC1.O.C(O)(=O)C. The product is [S:1]1[CH:5]=[CH:4][C:3]2[C:6]3[NH:34][N:35]=[C:11]([NH:10][C:13]4[CH:18]=[CH:17][CH:16]=[CH:15][C:14]=4[O:19][C:20]([F:23])([F:22])[F:21])[C:7]=3[CH2:8][C:2]1=2. The yield is 0.330. (4) The reactants are [CH3:1][N:2]([CH3:14])/[CH:3]=[N:4]/[C:5]1[N:10]=[C:9]2[CH:11]=[CH:12][NH:13][C:8]2=[CH:7][CH:6]=1.[CH3:15]N(C)C=O.[H-].[Na+].IC. The catalyst is O. The product is [CH3:1][N:2]([CH3:14])/[CH:3]=[N:4]/[C:5]1[N:10]=[C:9]2[CH:11]=[CH:12][N:13]([CH3:15])[C:8]2=[CH:7][CH:6]=1. The yield is 0.460. (5) The reactants are Br[CH2:2][C:3]([C:5]1[C:10]([CH3:11])=[CH:9][C:8]([O:12][C:13]2[CH:18]=[CH:17][CH:16]=[CH:15][CH:14]=2)=[CH:7][C:6]=1[CH3:19])=O.[NH2:20][C:21]([NH2:23])=[S:22]. The catalyst is CCO. The product is [CH3:19][C:6]1[CH:7]=[C:8]([O:12][C:13]2[CH:18]=[CH:17][CH:16]=[CH:15][CH:14]=2)[CH:9]=[C:10]([CH3:11])[C:5]=1[C:3]1[N:20]=[C:21]([NH2:23])[S:22][CH:2]=1. The yield is 0.590. (6) The reactants are [C:1]1([C:7]2([CH2:19][NH2:20])[CH2:12][CH2:11][N:10]([S:13]([CH2:16][CH2:17][CH3:18])(=[O:15])=[O:14])[CH2:9][CH2:8]2)[CH:6]=[CH:5][CH:4]=[CH:3][CH:2]=1.[Cl:21][C:22]1[CH:30]=[CH:29][CH:28]=[CH:27][C:23]=1[C:24](Cl)=[O:25].CCN(C(C)C)C(C)C. The catalyst is C(Cl)Cl. The product is [Cl:21][C:22]1[CH:30]=[CH:29][CH:28]=[CH:27][C:23]=1[C:24]([NH:20][CH2:19][C:7]1([C:1]2[CH:6]=[CH:5][CH:4]=[CH:3][CH:2]=2)[CH2:8][CH2:9][N:10]([S:13]([CH2:16][CH2:17][CH3:18])(=[O:15])=[O:14])[CH2:11][CH2:12]1)=[O:25]. The yield is 0.950.